Regression. Given a peptide amino acid sequence and an MHC pseudo amino acid sequence, predict their binding affinity value. This is MHC class II binding data. From a dataset of Peptide-MHC class II binding affinity with 134,281 pairs from IEDB. The peptide sequence is GAMVATNFFGINTIP. The MHC is HLA-DQA10501-DQB10201 with pseudo-sequence HLA-DQA10501-DQB10201. The binding affinity (normalized) is 0.328.